This data is from NCI-60 drug combinations with 297,098 pairs across 59 cell lines. The task is: Regression. Given two drug SMILES strings and cell line genomic features, predict the synergy score measuring deviation from expected non-interaction effect. Drug 1: CCCS(=O)(=O)NC1=C(C(=C(C=C1)F)C(=O)C2=CNC3=C2C=C(C=N3)C4=CC=C(C=C4)Cl)F. Drug 2: CS(=O)(=O)OCCCCOS(=O)(=O)C. Cell line: SR. Synergy scores: CSS=39.0, Synergy_ZIP=-2.02, Synergy_Bliss=2.85, Synergy_Loewe=-0.908, Synergy_HSA=2.92.